From a dataset of Peptide-MHC class I binding affinity with 185,985 pairs from IEDB/IMGT. Regression. Given a peptide amino acid sequence and an MHC pseudo amino acid sequence, predict their binding affinity value. This is MHC class I binding data. (1) The peptide sequence is KVNSTLEQY. The MHC is HLA-A11:01 with pseudo-sequence HLA-A11:01. The binding affinity (normalized) is 0.436. (2) The peptide sequence is KSRQGDTKV. The MHC is HLA-A69:01 with pseudo-sequence HLA-A69:01. The binding affinity (normalized) is 0.0847. (3) The peptide sequence is RMMGKNIFY. The MHC is HLA-B35:01 with pseudo-sequence HLA-B35:01. The binding affinity (normalized) is 0.287. (4) The peptide sequence is MHYKLDEVL. The MHC is HLA-A02:12 with pseudo-sequence HLA-A02:12. The binding affinity (normalized) is 0.0847. (5) The peptide sequence is SCRVKLSAL. The MHC is HLA-B58:01 with pseudo-sequence HLA-B58:01. The binding affinity (normalized) is 0.0847. (6) The peptide sequence is CAAMDDFQL. The MHC is HLA-A02:02 with pseudo-sequence HLA-A02:02. The binding affinity (normalized) is 0.361. (7) The peptide sequence is ILQEMSETY. The MHC is HLA-B57:01 with pseudo-sequence HLA-B57:01. The binding affinity (normalized) is 0.0847.